This data is from Reaction yield outcomes from USPTO patents with 853,638 reactions. The task is: Predict the reaction yield, written as a fraction of the theoretical maximum amount of product (1.0 means a 100% yield; for example, 0.34 means a 34% yield). (1) The reactants are C[O:2][C:3]1[CH:12]=[CH:11][C:10]2[C:5](=[CH:6][CH:7]=[C:8]([CH:13]=[CH2:14])[CH:9]=2)[C:4]=1[N+:15]([O-:17])=[O:16].B(Br)(Br)Br. The product is [N+:15]([C:4]1[C:5]2[C:10](=[CH:9][C:8]([CH:13]=[CH2:14])=[CH:7][CH:6]=2)[CH:11]=[CH:12][C:3]=1[OH:2])([O-:17])=[O:16]. The yield is 0.830. The catalyst is C(Cl)Cl. (2) The reactants are [NH2:1][C:2]1[C:7]([O:8]C)=[CH:6][C:5]([N+:10]([O-:12])=[O:11])=[CH:4][N:3]=1.Cl.N1C=CC=CC=1. No catalyst specified. The product is [NH2:1][C:2]1[C:7]([OH:8])=[CH:6][C:5]([N+:10]([O-:12])=[O:11])=[CH:4][N:3]=1. The yield is 0.490. (3) The catalyst is C1COCC1. The product is [Cl:1][C:2]1[CH:14]=[C:13]([CH2:15][OH:16])[C:12]([O:17][C:18]2[N:22]([CH3:23])[N:21]=[C:20]([CH3:24])[C:19]=2[CH3:25])=[CH:11][C:3]=1[O:4][C@@H:5]([CH3:10])[C:6]([O:8][CH3:9])=[O:7]. The reactants are [Cl:1][C:2]1[CH:14]=[C:13]([CH:15]=[O:16])[C:12]([O:17][C:18]2[N:22]([CH3:23])[N:21]=[C:20]([CH3:24])[C:19]=2[CH3:25])=[CH:11][C:3]=1[O:4][C@@H:5]([CH3:10])[C:6]([O:8][CH3:9])=[O:7].[BH4-].[Na+].CO.O. The yield is 0.450.